From a dataset of Forward reaction prediction with 1.9M reactions from USPTO patents (1976-2016). Predict the product of the given reaction. (1) The product is: [Cl:1][C:2]1[CH:3]=[C:4]([S:8]([NH:11][C:12]2[CH:20]=[CH:19][C:15]([C:16]([O:18][CH2:27][CH:24]3[CH2:25][CH2:26][O:22][CH2:23]3)=[O:17])=[C:14]([OH:21])[CH:13]=2)(=[O:9])=[O:10])[S:5][C:6]=1[Cl:7]. Given the reactants [Cl:1][C:2]1[CH:3]=[C:4]([S:8]([NH:11][C:12]2[CH:20]=[CH:19][C:15]([C:16]([OH:18])=[O:17])=[C:14]([OH:21])[CH:13]=2)(=[O:10])=[O:9])[S:5][C:6]=1[Cl:7].[O:22]1[CH2:26][CH2:25][CH:24]([CH2:27]O)[CH2:23]1, predict the reaction product. (2) Given the reactants COC1C=C2C([C@H]3[C@@](O)(C2)COC2C=C(O)C=CC3=2)=CC=1OC.N#N.[CH3:26][O:27][C:28]([C:30]1[CH:34]=[C:33](Br)[O:32][C:31]=1[CH3:36])=[O:29].CC1(C)C(C)(C)OB([C:45]2[CH:50]=[CH:49][C:48]([NH2:51])=[CH:47][CH:46]=2)O1.C(=O)(O)[O-].[Na+], predict the reaction product. The product is: [CH3:26][O:27][C:28]([C:30]1[CH:34]=[C:33]([C:45]2[CH:50]=[CH:49][C:48]([NH2:51])=[CH:47][CH:46]=2)[O:32][C:31]=1[CH3:36])=[O:29]. (3) Given the reactants C([Si](C(C)C)(C(C)C)[N:5]1[CH:9]=[CH:8][C:7]([C:10]2[S:11][CH:12]=[CH:13][N:14]=2)=[CH:6]1)(C)C.[F-].C([N+](CCCC)(CCCC)CCCC)CCC, predict the reaction product. The product is: [NH:5]1[CH:9]=[CH:8][C:7]([C:10]2[S:11][CH:12]=[CH:13][N:14]=2)=[CH:6]1. (4) Given the reactants [Br:1][C:2]1[CH:11]=[C:10]2[C:5]([CH:6]=[CH:7][C:8]([C:12]([OH:14])=O)=[N:9]2)=[CH:4][CH:3]=1.[NH2:15][C:16]1[CH:17]=[N:18][CH:19]=[CH:20][C:21]=1[N:22]1[CH2:27][C@H:26]([CH3:28])[C@@H:25]([O:29][Si:30]([C:33]([CH3:36])([CH3:35])[CH3:34])([CH3:32])[CH3:31])[C@H:24]([NH:37][C:38](=[O:44])[O:39][C:40]([CH3:43])([CH3:42])[CH3:41])[CH2:23]1.CN(C(ON1N=NC2C=CC=NC1=2)=[N+](C)C)C.F[P-](F)(F)(F)(F)F.CCN(C(C)C)C(C)C, predict the reaction product. The product is: [Br:1][C:2]1[CH:11]=[C:10]2[C:5]([CH:6]=[CH:7][C:8]([C:12]([NH:15][C:16]3[CH:17]=[N:18][CH:19]=[CH:20][C:21]=3[N:22]3[CH2:27][C@H:26]([CH3:28])[C@@H:25]([O:29][Si:30]([C:33]([CH3:36])([CH3:35])[CH3:34])([CH3:32])[CH3:31])[C@H:24]([NH:37][C:38](=[O:44])[O:39][C:40]([CH3:43])([CH3:42])[CH3:41])[CH2:23]3)=[O:14])=[N:9]2)=[CH:4][CH:3]=1. (5) Given the reactants C[O:2][C:3](=[O:28])[CH2:4][O:5][CH2:6][CH2:7][CH2:8][CH2:9][N:10]1[C@@H:15](/[CH:16]=[CH:17]/[C:18](=[O:26])[CH2:19][C:20]2[CH:25]=[CH:24][CH:23]=[CH:22][CH:21]=2)[CH2:14][CH2:13][CH2:12][C:11]1=[O:27], predict the reaction product. The product is: [O:27]=[C:11]1[CH2:12][CH2:13][CH2:14][C@H:15](/[CH:16]=[CH:17]/[C:18](=[O:26])[CH2:19][C:20]2[CH:25]=[CH:24][CH:23]=[CH:22][CH:21]=2)[N:10]1[CH2:9][CH2:8][CH2:7][CH2:6][O:5][CH2:4][C:3]([OH:28])=[O:2]. (6) Given the reactants [CH3:1][C:2]1[CH:3]=[CH:4][C:5]([S:8]([NH2:11])(=[O:10])=[O:9])=[CH:6][CH:7]=1.[C:12]1(=[O:18])[O:17][C:15](=[O:16])[CH2:14][CH2:13]1.C(N(C(C)C)CC)(C)C, predict the reaction product. The product is: [C:15]([CH2:14][CH2:13][C:12]([C:3]1[CH:4]=[C:5]([S:8]([NH2:11])(=[O:10])=[O:9])[CH:6]=[CH:7][C:2]=1[CH3:1])=[O:18])([OH:17])=[O:16]. (7) Given the reactants [H-].[Na+].[C:3](=[O:10])([O:7][CH2:8][CH3:9])OCC.[C:11]([C:14]1[S:15][C:16]([Br:19])=[CH:17][CH:18]=1)(=[O:13])[CH3:12].O, predict the reaction product. The product is: [CH2:8]([O:7][C:3](=[O:10])[CH2:12][C:11]([C:14]1[S:15][C:16]([Br:19])=[CH:17][CH:18]=1)=[O:13])[CH3:9].